Dataset: Peptide-MHC class I binding affinity with 185,985 pairs from IEDB/IMGT. Task: Regression. Given a peptide amino acid sequence and an MHC pseudo amino acid sequence, predict their binding affinity value. This is MHC class I binding data. (1) The peptide sequence is SPRSRNRSF. The MHC is HLA-A69:01 with pseudo-sequence HLA-A69:01. The binding affinity (normalized) is 0.0847. (2) The peptide sequence is IRFPKTFGT. The MHC is Mamu-B17 with pseudo-sequence Mamu-B17. The binding affinity (normalized) is 0.0827. (3) The peptide sequence is STEIGLLVG. The MHC is HLA-A11:01 with pseudo-sequence HLA-A11:01. The binding affinity (normalized) is 0.129. (4) The peptide sequence is ELVKVREKQL. The MHC is HLA-A68:02 with pseudo-sequence HLA-A68:02. The binding affinity (normalized) is 0.226. (5) The peptide sequence is YTGAMTSKF. The MHC is HLA-A23:01 with pseudo-sequence HLA-A23:01. The binding affinity (normalized) is 0.613. (6) The peptide sequence is QASQEVKNW. The MHC is HLA-B40:02 with pseudo-sequence HLA-B40:02. The binding affinity (normalized) is 0. (7) The peptide sequence is KVGYFQHGA. The MHC is HLA-B15:17 with pseudo-sequence HLA-B15:17. The binding affinity (normalized) is 0.0847. (8) The peptide sequence is YQGMLPVCPL. The MHC is HLA-A11:01 with pseudo-sequence HLA-A11:01. The binding affinity (normalized) is 0.